From a dataset of Reaction yield outcomes from USPTO patents with 853,638 reactions. Predict the reaction yield, written as a fraction of the theoretical maximum amount of product (1.0 means a 100% yield; for example, 0.34 means a 34% yield). The reactants are C(NCC)C.C(O)(C)(C)C.Br[CH2:12][C:13]([C:15]1[CH:20]=[CH:19][C:18]([N+:21]([O-:23])=[O:22])=[CH:17][CH:16]=1)=[O:14].[N+:24]([C:27]1[CH:32]=[CH:31][C:30]([C:33](=[O:35])[CH3:34])=[CH:29][CH:28]=1)([O-:26])=[O:25]. The catalyst is C1C=CC=CC=1.[Cl-].[Zn+2].[Cl-].O. The product is [N+:21]([C:18]1[CH:19]=[CH:20][C:15]([C:13](=[O:14])[CH2:12][CH2:34][C:33]([C:30]2[CH:29]=[CH:28][C:27]([N+:24]([O-:26])=[O:25])=[CH:32][CH:31]=2)=[O:35])=[CH:16][CH:17]=1)([O-:23])=[O:22]. The yield is 0.610.